From a dataset of Catalyst prediction with 721,799 reactions and 888 catalyst types from USPTO. Predict which catalyst facilitates the given reaction. (1) Reactant: [NH2:1][C:2]1[N:7]=[CH:6][N:5]=[C:4]2[N:8]([C@@H]3CCCNC3)[N:9]=[C:10]([C:11]3[NH:12][C:13]4[C:18]([CH:19]=3)=[CH:17][C:16]([OH:20])=[CH:15][CH:14]=4)[C:3]=12.[O:27]=[C:28](/[CH:34]=[CH:35]/[CH3:36])[CH2:29][CH2:30][C:31]([OH:33])=O.CN(C(ON1N=N[C:47]2[CH:48]=[CH:49][CH:50]=[N:51][C:46]1=2)=[N+](C)C)C.F[P-](F)(F)(F)(F)F.CCN(C(C)C)C(C)C. Product: [NH2:1][C:2]1[N:7]=[CH:6][N:5]=[C:4]2[N:8]([CH:48]3[CH2:47][CH2:46][N:51]([C:31](=[O:33])[CH2:30][CH2:29][C:28](=[O:27])/[CH:34]=[CH:35]/[CH3:36])[CH2:50][CH2:49]3)[N:9]=[C:10]([C:11]3[NH:12][C:13]4[C:18]([CH:19]=3)=[CH:17][C:16]([OH:20])=[CH:15][CH:14]=4)[C:3]=12. The catalyst class is: 512. (2) Reactant: Cl.[F:2][C:3]1[N:8]=[CH:7][C:6]([N:9]2[CH2:13][CH2:12][CH:11]([NH2:14])[CH2:10]2)=[CH:5][CH:4]=1.C(N(CC)CC)C.[Cl:22][C:23]1[CH:30]=[CH:29][C:26]([CH:27]=O)=[C:25]([F:31])[CH:24]=1.[BH4-].[Na+]. Product: [Cl:22][C:23]1[CH:30]=[CH:29][C:26]([CH2:27][NH:14][C@H:11]2[CH2:12][CH2:13][N:9]([C:6]3[CH:7]=[N:8][C:3]([F:2])=[CH:4][CH:5]=3)[CH2:10]2)=[C:25]([F:31])[CH:24]=1. The catalyst class is: 5. (3) Reactant: COC(=O)[C@H]([O:11][C:12]1[C:13](=[O:45])[N:14]([C:38]2[N:39]=[N:40][C:41]([CH3:44])=[CH:42][CH:43]=2)[C@H:15]([C:28]2[CH:33]=[CH:32][C:31]([C:34]([F:37])([F:36])[F:35])=[CH:30][CH:29]=2)[C:16]=1[C:17](=[O:27])[C:18]1[CH:23]=[CH:22][C:21]([CH:24]([CH3:26])[CH3:25])=[CH:20][CH:19]=1)C1C=CC=CC=1. Product: [OH:11][C:12]1[C:13](=[O:45])[N:14]([C:38]2[N:39]=[N:40][C:41]([CH3:44])=[CH:42][CH:43]=2)[C@H:15]([C:28]2[CH:33]=[CH:32][C:31]([C:34]([F:36])([F:37])[F:35])=[CH:30][CH:29]=2)[C:16]=1[C:17](=[O:27])[C:18]1[CH:23]=[CH:22][C:21]([CH:24]([CH3:26])[CH3:25])=[CH:20][CH:19]=1. The catalyst class is: 16. (4) Reactant: [F:1][C:2]1[CH:3]=[C:4]([C:11]2[CH:16]=[CH:15][C:14]([C:17]([CH:19]3[CH2:23][CH2:22][CH2:21][CH:20]3[C:24]([O:26][CH3:27])=[O:25])=[O:18])=[CH:13][CH:12]=2)[CH:5]=[CH:6][C:7]=1[NH:8]C=O.Cl. Product: [NH2:8][C:7]1[CH:6]=[CH:5][C:4]([C:11]2[CH:12]=[CH:13][C:14]([C:17]([CH:19]3[CH2:23][CH2:22][CH2:21][CH:20]3[C:24]([O:26][CH3:27])=[O:25])=[O:18])=[CH:15][CH:16]=2)=[CH:3][C:2]=1[F:1]. The catalyst class is: 5.